From a dataset of Forward reaction prediction with 1.9M reactions from USPTO patents (1976-2016). Predict the product of the given reaction. (1) Given the reactants [Cl:1][C:2]1[CH:3]=[N:4][C:5]2[N:6]([N:8]=[C:9]([C:11]([OH:13])=O)[CH:10]=2)[CH:7]=1.[N:14]1([C:20]2[CH:21]=[CH:22][CH:23]=[C:24]3[C:29]=2[CH2:28][NH:27][CH2:26][CH2:25]3)[CH2:19][CH2:18][O:17][CH2:16][CH2:15]1, predict the reaction product. The product is: [Cl:1][C:2]1[CH:3]=[N:4][C:5]2[N:6]([N:8]=[C:9]([C:11]([N:27]3[CH2:26][CH2:25][C:24]4[C:29](=[C:20]([N:14]5[CH2:19][CH2:18][O:17][CH2:16][CH2:15]5)[CH:21]=[CH:22][CH:23]=4)[CH2:28]3)=[O:13])[CH:10]=2)[CH:7]=1. (2) Given the reactants [Cl:1][C:2]1[CH:11]=[C:10]([C:12]2[CH:17]=[CH:16][C:15]([F:18])=[CH:14][CH:13]=2)[C:9]2[C:4](=[CH:5][C:6]([CH3:19])=[CH:7][CH:8]=2)[N:3]=1.[Br:20]N1C(=O)CCC1=O.CC(N=NC(C#N)(C)C)(C#N)C, predict the reaction product. The product is: [Br:20][CH2:19][C:6]1[CH:5]=[C:4]2[C:9]([C:10]([C:12]3[CH:13]=[CH:14][C:15]([F:18])=[CH:16][CH:17]=3)=[CH:11][C:2]([Cl:1])=[N:3]2)=[CH:8][CH:7]=1. (3) Given the reactants [NH2:1][C:2]1[N:10]=[CH:9][N:8]=[C:7]2[C:3]=1[N:4]=[CH:5][N:6]2[C@H:11]1[C@@H:15]2[O:16]C(C)(C)[O:18][C@@H:14]2[C@@H:13]([CH2:21][N:22]([CH3:38])[CH2:23][CH2:24][CH2:25][NH:26][C:27]([NH:29][C:30]2[CH:35]=[CH:34][CH:33]=[C:32]([CH2:36][CH3:37])[CH:31]=2)=[O:28])[O:12]1.C([O-])([O-])=O.[K+].[K+].O, predict the reaction product. The product is: [NH2:1][C:2]1[N:10]=[CH:9][N:8]=[C:7]2[C:3]=1[N:4]=[CH:5][N:6]2[C@@H:11]1[O:12][C@H:13]([CH2:21][N:22]([CH3:38])[CH2:23][CH2:24][CH2:25][NH:26][C:27]([NH:29][C:30]2[CH:35]=[CH:34][CH:33]=[C:32]([CH2:36][CH3:37])[CH:31]=2)=[O:28])[C@@H:14]([OH:18])[C@H:15]1[OH:16]. (4) Given the reactants [CH2:1]([O:3][C:4](=[O:31])[C:5]([CH:15]([C:17]1[CH:22]=[CH:21][C:20]([O:23][CH2:24][C:25]2[CH:30]=[CH:29][CH:28]=[CH:27][CH:26]=2)=[CH:19][CH:18]=1)O)([O:8][C:9]1[CH:14]=[CH:13][CH:12]=[CH:11][CH:10]=1)[CH2:6][CH3:7])[CH3:2].B(F)(F)F.CCOCC.C([SiH](CC)CC)C.C([O-])([O-])=O.[Na+].[Na+], predict the reaction product. The product is: [CH2:1]([O:3][C:4](=[O:31])[C:5]([CH2:15][C:17]1[CH:18]=[CH:19][C:20]([O:23][CH2:24][C:25]2[CH:26]=[CH:27][CH:28]=[CH:29][CH:30]=2)=[CH:21][CH:22]=1)([O:8][C:9]1[CH:14]=[CH:13][CH:12]=[CH:11][CH:10]=1)[CH2:6][CH3:7])[CH3:2]. (5) Given the reactants Cl[CH2:2][CH2:3][CH2:4][CH2:5][O:6][C:7]1[CH:8]=[CH:9][C:10]2[CH2:16][CH2:15][NH:14][C:13](=[O:17])[NH:12][C:11]=2[CH:18]=1.Cl.[N:20]1([C:26]2[C:34]3[C:30](=[N:31][S:32][N:33]=3)[CH:29]=[CH:28][CH:27]=2)[CH2:25][CH2:24][NH:23][CH2:22][CH2:21]1.[I-].[K+].C(=O)([O-])[O-].[Na+].[Na+].Cl, predict the reaction product. The product is: [N:31]1[S:32][N:33]=[C:34]2[C:26]([N:20]3[CH2:25][CH2:24][N:23]([CH2:2][CH2:3][CH2:4][CH2:5][O:6][C:7]4[CH:8]=[CH:9][C:10]5[CH2:16][CH2:15][NH:14][C:13](=[O:17])[NH:12][C:11]=5[CH:18]=4)[CH2:22][CH2:21]3)=[CH:27][CH:28]=[CH:29][C:30]=12.